Dataset: Full USPTO retrosynthesis dataset with 1.9M reactions from patents (1976-2016). Task: Predict the reactants needed to synthesize the given product. (1) Given the product [Br:11][C:12]1[CH:13]=[CH:14][C:15]([OH:21])=[C:16]([C:17]2[O:1][N:2]=[C:3]([C:5]3[CH:10]=[CH:9][CH:8]=[CH:7][N:6]=3)[N:4]=2)[CH:20]=1, predict the reactants needed to synthesize it. The reactants are: [OH:1][NH:2][C:3]([C:5]1[CH:10]=[CH:9][CH:8]=[CH:7][N:6]=1)=[NH:4].[Br:11][C:12]1[CH:20]=[C:16]([C:17](O)=O)[C:15]([OH:21])=[CH:14][CH:13]=1. (2) Given the product [C:3]([OH:5])(=[O:4])[CH2:2][CH2:6][CH2:13][CH2:14][C:15]([OH:17])=[O:16], predict the reactants needed to synthesize it. The reactants are: N[CH:2]([CH2:6]C[CH2:6][CH2:2][C:3]([O-:5])=[O:4])[C:3]([O-:5])=[O:4].[CH3:13][CH:14](OC(C)=O)[C:15]([OH:17])=[O:16]. (3) Given the product [OH:20][CH:21]([CH2:22][N:1]1[CH2:6][CH2:5][CH:4]([C:7]2[S:8][C:9]3[CH:15]=[CH:14][C:13]([C:16]([F:19])([F:18])[F:17])=[CH:12][C:10]=3[N:11]=2)[CH2:3][CH2:2]1)[CH2:23][N:24]1[C:32]2[CH2:31][CH2:30][N:29]([C:33](=[O:35])[CH3:34])[CH2:28][C:27]=2[C:26]([C:36]2[CH:41]=[CH:40][C:39]([C:42]([F:45])([F:44])[F:43])=[CH:38][CH:37]=2)=[N:25]1, predict the reactants needed to synthesize it. The reactants are: [NH:1]1[CH2:6][CH2:5][CH:4]([C:7]2[S:8][C:9]3[CH:15]=[CH:14][C:13]([C:16]([F:19])([F:18])[F:17])=[CH:12][C:10]=3[N:11]=2)[CH2:3][CH2:2]1.[O:20]1[CH2:22][CH:21]1[CH2:23][N:24]1[C:32]2[CH2:31][CH2:30][N:29]([C:33](=[O:35])[CH3:34])[CH2:28][C:27]=2[C:26]([C:36]2[CH:41]=[CH:40][C:39]([C:42]([F:45])([F:44])[F:43])=[CH:38][CH:37]=2)=[N:25]1.